This data is from Full USPTO retrosynthesis dataset with 1.9M reactions from patents (1976-2016). The task is: Predict the reactants needed to synthesize the given product. (1) Given the product [C:19]([CH2:18][NH:17][C:15]([C:7]1[C:6](=[O:26])[C:5]2[CH:4]=[CH:3][C:54]([C:52]([OH:51])=[O:53])=[CH:11][C:10]=2[C:9]([CH3:12])([CH3:13])[C:8]=1[OH:14])=[O:16])([OH:21])=[O:20], predict the reactants needed to synthesize it. The reactants are: BrC1[CH:11]=[C:10]2[C:5]([C:6](=[O:26])[C:7]([C:15]([NH:17][CH2:18][C:19]([O:21]C(C)(C)C)=[O:20])=[O:16])=[C:8]([OH:14])[C:9]2([CH3:13])[CH3:12])=[CH:4][CH:3]=1.C1(P(C2C=CC=CC=2)C2C=CC=CC=2)C=CC=CC=1.O.[C]=O.CC[O:51][C:52]([CH3:54])=[O:53]. (2) Given the product [CH2:26]([O:25][C:23]([N:20]1[CH2:19][CH2:18][C:17]([S:14]([C:11]2[CH:10]=[CH:9][C:8]([O:1][C:2]3[CH:7]=[CH:6][CH:5]=[CH:4][CH:3]=3)=[CH:13][CH:12]=2)(=[O:16])=[O:15])([C:33]([OH:35])=[O:34])[CH2:22][CH2:21]1)=[O:24])[C:27]1[CH:32]=[CH:31][CH:30]=[CH:29][CH:28]=1, predict the reactants needed to synthesize it. The reactants are: [O:1]([C:8]1[CH:13]=[CH:12][C:11]([S:14]([C:17]2([C:33]([O:35]C)=[O:34])[CH2:22][CH2:21][N:20]([C:23]([O:25][CH2:26][C:27]3[CH:32]=[CH:31][CH:30]=[CH:29][CH:28]=3)=[O:24])[CH2:19][CH2:18]2)(=[O:16])=[O:15])=[CH:10][CH:9]=1)[C:2]1[CH:7]=[CH:6][CH:5]=[CH:4][CH:3]=1.[OH-].[K+]. (3) Given the product [CH:73]([O:76][CH2:77][CH2:78][O:1][C:2]1[CH:10]=[CH:9][C:8]([C:11]2[N:12]([C:27]([O:29][C:30]([CH3:31])([CH3:33])[CH3:32])=[O:28])[C:13]3[C:18]([CH:19]=2)=[CH:17][C:16]([CH2:20][N:21]2[CH2:26][CH2:25][CH2:24][CH2:23][CH2:22]2)=[CH:15][CH:14]=3)=[C:7]2[C:3]=1[CH2:4][NH:5][C:6]2=[O:34])([CH3:75])[CH3:74], predict the reactants needed to synthesize it. The reactants are: [OH:1][C:2]1[CH:10]=[CH:9][C:8]([C:11]2[N:12]([C:27]([O:29][C:30]([CH3:33])([CH3:32])[CH3:31])=[O:28])[C:13]3[C:18]([CH:19]=2)=[CH:17][C:16]([CH2:20][N:21]2[CH2:26][CH2:25][CH2:24][CH2:23][CH2:22]2)=[CH:15][CH:14]=3)=[C:7]2[C:3]=1[CH2:4][NH:5][C:6]2=[O:34].C1(P(C2C=CC=CC=2)C2C=CC=CC=2)C=CC=CC=1.CCOC(/N=N/C(OCC)=O)=O.C1(C)C=CC=CC=1.[CH:73]([O:76][CH2:77][CH2:78]O)([CH3:75])[CH3:74]. (4) Given the product [Br:56][C:57]1[C:58]([O:64][CH:65]2[CH2:70][CH2:69][CH2:68][CH2:67][CH2:66]2)=[CH:59][CH:60]=[CH:61][C:62]=1[C:44]1[C:43]([CH3:48])=[CH:42][C:41]([CH3:49])=[C:40]([C:50]2[CH:55]=[CH:54][CH:53]=[CH:52][CH:51]=2)[C:39]=1[CH3:38], predict the reactants needed to synthesize it. The reactants are: COC1C=CC=C(OC)C=1C1C=CC=CC=1P(C1CCCCC1)C1CCCCC1.[O-]P([O-])([O-])=O.[K+].[K+].[K+].[CH3:38][C:39]1[C:44](B(O)O)=[C:43]([CH3:48])[CH:42]=[C:41]([CH3:49])[C:40]=1[C:50]1[CH:55]=[CH:54][CH:53]=[CH:52][CH:51]=1.[Br:56][C:57]1[C:62](I)=[CH:61][CH:60]=[CH:59][C:58]=1[O:64][CH:65]1[CH2:70][CH2:69][CH2:68][CH2:67][CH2:66]1. (5) Given the product [CH3:22][N:23]1[CH2:28][CH2:27][N:26]([CH2:2][C:3]([NH:5][C:6]2[CH:11]=[CH:10][CH:9]=[C:8]([C:12]3[CH:21]=[N:20][C:19]4[C:14](=[CH:15][CH:16]=[CH:17][CH:18]=4)[N:13]=3)[CH:7]=2)=[O:4])[CH2:25][CH2:24]1, predict the reactants needed to synthesize it. The reactants are: Cl[CH2:2][C:3]([NH:5][C:6]1[CH:11]=[CH:10][CH:9]=[C:8]([C:12]2[CH:21]=[N:20][C:19]3[C:14](=[CH:15][CH:16]=[CH:17][CH:18]=3)[N:13]=2)[CH:7]=1)=[O:4].[CH3:22][N:23]1[CH2:28][CH2:27][NH:26][CH2:25][CH2:24]1. (6) Given the product [C:19]([C:20]1[C:21](=[O:22])[N:9]([CH2:10][C:11]([O:13][CH3:14])=[O:12])[C:7]2[N:8]=[C:3]([O:2][CH3:1])[CH:4]=[CH:5][C:6]=2[N:15]=1)([CH3:26])([CH3:25])[CH3:18], predict the reactants needed to synthesize it. The reactants are: [CH3:1][O:2][C:3]1[N:8]=[C:7]([NH:9][CH2:10][C:11]([O:13][CH3:14])=[O:12])[C:6]([N+:15]([O-])=O)=[CH:5][CH:4]=1.[CH3:18][C:19]([CH3:26])([CH3:25])[C:20](=O)[C:21](O)=[O:22].C1C=CC2N(O)N=NC=2C=1.CCN(C(C)C)C(C)C. (7) The reactants are: Br[C:2]1[CH:7]=[CH:6][C:5]([C:8]([N:10]2[CH2:15][CH2:14][N:13]([C:16]3[C:21]([CH3:22])=[CH:20][C:19]([CH3:23])=[C:18]([CH3:24])[N:17]=3)[CH2:12][CH2:11]2)=[O:9])=[C:4]([S:25]([CH3:28])(=[O:27])=[O:26])[CH:3]=1.[CH3:29][C@@H:30]1[CH2:34][CH2:33][S:32](=[O:36])(=[O:35])[NH:31]1. Given the product [CH3:28][S:25]([C:4]1[CH:3]=[C:2]([N:31]2[C@H:30]([CH3:29])[CH2:34][CH2:33][S:32]2(=[O:36])=[O:35])[CH:7]=[CH:6][C:5]=1[C:8]([N:10]1[CH2:15][CH2:14][N:13]([C:16]2[C:21]([CH3:22])=[CH:20][C:19]([CH3:23])=[C:18]([CH3:24])[N:17]=2)[CH2:12][CH2:11]1)=[O:9])(=[O:27])=[O:26], predict the reactants needed to synthesize it. (8) The reactants are: [F:1][C:2]([F:31])([F:30])[C:3]1[CH:4]=[C:5]([C@H:13]2[O:17][C:16](=[O:18])[N:15]([CH2:19][C:20]3[C:25]([Br:26])=[CH:24][N:23]=[C:22](SC)[N:21]=3)[C@H:14]2[CH3:29])[CH:6]=[C:7]([C:9]([F:12])([F:11])[F:10])[CH:8]=1.[S:32]([O-:37])(O[O-])(=O)=[O:33].[K+].[K+].[CH3:40]OC(C)(C)C. Given the product [F:12][C:9]([F:10])([F:11])[C:7]1[CH:6]=[C:5]([C@H:13]2[O:17][C:16](=[O:18])[N:15]([CH2:19][C:20]3[C:25]([Br:26])=[CH:24][N:23]=[C:22]([S:32]([CH3:40])(=[O:37])=[O:33])[N:21]=3)[C@H:14]2[CH3:29])[CH:4]=[C:3]([C:2]([F:1])([F:31])[F:30])[CH:8]=1, predict the reactants needed to synthesize it. (9) Given the product [Cl:7][C:8]1[CH:13]=[C:12]([N:1]2[CH2:5][CH2:4][C@@H:3]([OH:6])[CH2:2]2)[CH:11]=[CH:10][C:9]=1[Cl:15], predict the reactants needed to synthesize it. The reactants are: [NH:1]1[CH2:5][CH2:4][C@@H:3]([OH:6])[CH2:2]1.[Cl:7][C:8]1[CH:13]=[CH:12][C:11](F)=[CH:10][C:9]=1[Cl:15]. (10) Given the product [F:1][C:2]1[CH:3]=[C:4]([O:9][CH3:10])[CH:5]=[C:6]([F:8])[C:7]=1[CH:18]=[O:19], predict the reactants needed to synthesize it. The reactants are: [F:1][C:2]1[CH:3]=[C:4]([O:9][CH3:10])[CH:5]=[C:6]([F:8])[CH:7]=1.C([Li])CCC.CN(C)[CH:18]=[O:19].